Dataset: Reaction yield outcomes from USPTO patents with 853,638 reactions. Task: Predict the reaction yield, written as a fraction of the theoretical maximum amount of product (1.0 means a 100% yield; for example, 0.34 means a 34% yield). The product is [NH2:1][C:4]1[CH:9]=[CH:8][CH:7]=[CH:6][C:5]=1[CH:10]([OH:13])[CH2:11][OH:12]. The yield is 0.960. The catalyst is C(OCC)(=O)C.[C].[Pd]. The reactants are [N+:1]([C:4]1[CH:9]=[CH:8][CH:7]=[CH:6][C:5]=1[CH:10]([OH:13])[CH2:11][OH:12])([O-])=O.